From a dataset of Full USPTO retrosynthesis dataset with 1.9M reactions from patents (1976-2016). Predict the reactants needed to synthesize the given product. Given the product [Cl:1][C:2]1[CH:3]=[C:4]([CH3:27])[C:5]2[N:10]=[C:9]([C:11]3[N:15]([C:16]4[C:21]([Cl:22])=[CH:20][CH:19]=[CH:18][N:17]=4)[N:14]=[C:13]([S:23]([CH3:24])=[O:32])[CH:12]=3)[O:8][C:7](=[O:25])[C:6]=2[CH:26]=1, predict the reactants needed to synthesize it. The reactants are: [Cl:1][C:2]1[CH:3]=[C:4]([CH3:27])[C:5]2[N:10]=[C:9]([C:11]3[N:15]([C:16]4[C:21]([Cl:22])=[CH:20][CH:19]=[CH:18][N:17]=4)[N:14]=[C:13]([S:23][CH3:24])[CH:12]=3)[O:8][C:7](=[O:25])[C:6]=2[CH:26]=1.ClCCl.[Mg].[OH2:32].